From a dataset of Forward reaction prediction with 1.9M reactions from USPTO patents (1976-2016). Predict the product of the given reaction. (1) Given the reactants [CH:1]([C:4]1[CH:5]=[C:6]([CH:31]=[CH:32][CH:33]=1)[CH2:7][N:8]1[C@@H:16]2[C@H:11]([C@H:12]([CH2:19][C:20]3[CH:21]=[CH:22][C:23]([O:28]C)=[C:24]([CH:27]=3)[CH:25]=[O:26])[CH2:13][S:14](=[O:18])(=[O:17])[CH2:15]2)[O:10][C:9]1=[O:30])([CH3:3])[CH3:2].B(Br)(Br)Br.C1(C)C=CC=CC=1.CCO.N, predict the reaction product. The product is: [OH:28][C:23]1[CH:22]=[CH:21][C:20]([CH2:19][C@H:12]2[C@H:11]3[C@@H:16]([N:8]([CH2:7][C:6]4[CH:31]=[CH:32][CH:33]=[C:4]([CH:1]([CH3:2])[CH3:3])[CH:5]=4)[C:9](=[O:30])[O:10]3)[CH2:15][S:14](=[O:18])(=[O:17])[CH2:13]2)=[CH:27][C:24]=1[CH:25]=[O:26]. (2) Given the reactants Br[C:2]1[N:6]2[CH:7]=[CH:8][CH:9]=[CH:10][C:5]2=[N:4][CH:3]=1.[Li]CCCC.[Cl:16][C:17]1[CH:22]=[C:21](Cl)[N:20]=[CH:19][N:18]=1, predict the reaction product. The product is: [Cl:16][C:17]1[N:18]=[CH:19][N:20]=[C:21]([C:2]2[N:6]3[CH:7]=[CH:8][CH:9]=[CH:10][C:5]3=[N:4][CH:3]=2)[CH:22]=1. (3) Given the reactants I[C:2]1[CH:7]=[CH:6][C:5]([C:8]2[O:9][C:10]3[CH:16]=[CH:15][CH:14]=[CH:13][C:11]=3[N:12]=2)=[CH:4][CH:3]=1.[CH:17]1[C:29]2[NH:28][C:27]3[C:22](=[CH:23][CH:24]=[CH:25][CH:26]=3)[C:21]=2[CH:20]=[CH:19][CH:18]=1.CC(C)([O-])C.[Na+].C(P(C(C)(C)C)C(C)(C)C)(C)(C)C, predict the reaction product. The product is: [O:9]1[C:10]2[CH:16]=[CH:15][CH:14]=[CH:13][C:11]=2[N:12]=[C:8]1[C:5]1[CH:6]=[CH:7][C:2]([N:28]2[C:29]3[CH:17]=[CH:18][CH:19]=[CH:20][C:21]=3[C:22]3[C:27]2=[CH:26][CH:25]=[CH:24][CH:23]=3)=[CH:3][CH:4]=1.